From a dataset of Forward reaction prediction with 1.9M reactions from USPTO patents (1976-2016). Predict the product of the given reaction. (1) Given the reactants Br[C:2]1[CH:3]=[C:4]([CH:34]=[CH:35][CH:36]=1)[CH2:5][N:6]([C@@H:24]1[C:33]2[C:28](=[CH:29][CH:30]=[CH:31][CH:32]=2)[CH2:27][CH2:26][CH2:25]1)[C:7]([C:9]1[CH:14]=[C:13]([C:15]([OH:17])=[O:16])[C:12]([C:18]([OH:20])=[O:19])=[CH:11][C:10]=1[C:21]([OH:23])=[O:22])=[O:8].[F:37][C:38]1[CH:39]=[CH:40][C:41]([O:47][CH3:48])=[C:42](B(O)O)[CH:43]=1.C(=O)([O-])[O-].[Na+].[Na+], predict the reaction product. The product is: [F:37][C:38]1[CH:43]=[CH:42][C:41]([O:47][CH3:48])=[C:40]([C:2]2[CH:36]=[CH:35][CH:34]=[C:4]([CH2:5][N:6]([C@@H:24]3[C:33]4[C:28](=[CH:29][CH:30]=[CH:31][CH:32]=4)[CH2:27][CH2:26][CH2:25]3)[C:7]([C:9]3[CH:14]=[C:13]([C:15]([OH:17])=[O:16])[C:12]([C:18]([OH:20])=[O:19])=[CH:11][C:10]=3[C:21]([OH:23])=[O:22])=[O:8])[CH:3]=2)[CH:39]=1. (2) Given the reactants [CH2:1]([O:4][C:5]1[CH:10]=[CH:9][CH:8]=[CH:7][C:6]=1[NH:11][C:12]([NH:14]C(=O)C1C=CC=CC=1)=[S:13])[CH2:2][CH3:3].C[O-].[Na+], predict the reaction product. The product is: [CH2:1]([O:4][C:5]1[CH:10]=[CH:9][CH:8]=[CH:7][C:6]=1[NH:11][C:12]([NH2:14])=[S:13])[CH2:2][CH3:3].